From a dataset of Reaction yield outcomes from USPTO patents with 853,638 reactions. Predict the reaction yield, written as a fraction of the theoretical maximum amount of product (1.0 means a 100% yield; for example, 0.34 means a 34% yield). The reactants are Cl[C:2]1[N:7]=[C:6]([N:8]([CH3:15])[C:9]2[CH:14]=[CH:13][CH:12]=[CH:11][CH:10]=2)[N:5]=[C:4]([NH2:16])[N:3]=1.[C-:17]#[N:18].[K+]. The catalyst is CN(C=O)C.CCOC(C)=O. The product is [NH2:16][C:4]1[N:5]=[C:6]([N:8]([CH3:15])[C:9]2[CH:14]=[CH:13][CH:12]=[CH:11][CH:10]=2)[N:7]=[C:2]([C:17]#[N:18])[N:3]=1. The yield is 0.630.